This data is from Catalyst prediction with 721,799 reactions and 888 catalyst types from USPTO. The task is: Predict which catalyst facilitates the given reaction. (1) Reactant: [CH:1]1([C:4]2[O:8][N:7]=[C:6]([C:9]3[CH:14]=[CH:13][CH:12]=[CH:11][C:10]=3[CH3:15])[C:5]=2/[C:16](/Cl)=N/O)[CH2:3][CH2:2]1.[CH3:20][O-:21].[Na+].C[OH:24]. Product: [CH:1]1([C:4]2[O:8][N:7]=[C:6]([C:9]3[CH:14]=[CH:13][CH:12]=[CH:11][C:10]=3[CH3:15])[C:5]=2[C:16]([O:21][CH3:20])=[O:24])[CH2:3][CH2:2]1. The catalyst class is: 84. (2) Reactant: Cl[C:2]1[CH:3]=[C:4]([CH:27]=[CH:28][N:29]=1)[C:5]([NH:7][C:8]1[C:17]2[C:12](=[CH:13][CH:14]=[CH:15][CH:16]=2)[C:11]([O:18][CH2:19][CH2:20][N:21]2[CH2:26][CH2:25][O:24][CH2:23][CH2:22]2)=[CH:10][CH:9]=1)=[O:6].[NH:30]1[CH2:35][CH2:34][O:33][CH2:32][CH2:31]1. Product: [N:30]1([C:2]2[CH:3]=[C:4]([CH:27]=[CH:28][N:29]=2)[C:5]([NH:7][C:8]2[C:17]3[C:12](=[CH:13][CH:14]=[CH:15][CH:16]=3)[C:11]([O:18][CH2:19][CH2:20][N:21]3[CH2:22][CH2:23][O:24][CH2:25][CH2:26]3)=[CH:10][CH:9]=2)=[O:6])[CH2:35][CH2:34][O:33][CH2:32][CH2:31]1. The catalyst class is: 8. (3) Reactant: [C:12]([O:11][C:9](O[C:9]([O:11][C:12]([CH3:15])([CH3:14])[CH3:13])=[O:10])=[O:10])([CH3:15])([CH3:14])[CH3:13].[CH:16]([S:18]([NH2:21])(=[O:20])=[O:19])=[CH2:17].C(N(CC)CC)C. Product: [CH:16]([S:18]([NH:21][C:9](=[O:10])[O:11][C:12]([CH3:13])([CH3:14])[CH3:15])(=[O:20])=[O:19])=[CH2:17]. The catalyst class is: 119. (4) Reactant: Br[C:2]1[CH:7]=[CH:6][C:5]([S:8]([NH:11][C:12]2[CH:17]=[CH:16][C:15]([Cl:18])=[CH:14][C:13]=2[C:19]([C:21]2[CH:26]=[CH:25][N:24]=[CH:23][CH:22]=2)=[O:20])(=[O:10])=[O:9])=[CH:4][CH:3]=1.C(=O)([O-])[O-].[Na+].[Na+].[CH3:33][C:34]1[C:38](B(O)O)=[C:37]([CH3:42])[O:36][N:35]=1. Product: [Cl:18][C:15]1[CH:16]=[CH:17][C:12]([NH:11][S:8]([C:5]2[CH:6]=[CH:7][C:2]([C:38]3[C:34]([CH3:33])=[N:35][O:36][C:37]=3[CH3:42])=[CH:3][CH:4]=2)(=[O:10])=[O:9])=[C:13]([C:19]([C:21]2[CH:26]=[CH:25][N:24]=[CH:23][CH:22]=2)=[O:20])[CH:14]=1. The catalyst class is: 455. (5) Reactant: [CH:1]1([C@H:4]2[C@H:13]([CH3:14])[C@@H:12]([NH:15][C:16](=[O:25])[O:17][CH2:18][C:19]3[CH:24]=[CH:23][CH:22]=[CH:21][CH:20]=3)[C:11]3[C:6](=[CH:7][CH:8]=[C:9]([F:26])[CH:10]=3)[NH:5]2)[CH2:3][CH2:2]1.CCN(C(C)C)C(C)C.[C:36](Cl)(=[O:38])[CH3:37]. Product: [C:36]([N:5]1[C:6]2[C:11](=[CH:10][C:9]([F:26])=[CH:8][CH:7]=2)[C@H:12]([NH:15][C:16](=[O:25])[O:17][CH2:18][C:19]2[CH:24]=[CH:23][CH:22]=[CH:21][CH:20]=2)[C@@H:13]([CH3:14])[C@@H:4]1[CH:1]1[CH2:3][CH2:2]1)(=[O:38])[CH3:37]. The catalyst class is: 158. (6) Reactant: [CH3:1][C:2]1[C:7]([CH3:8])=[CH:6][C:5]([C:9]([F:12])([F:11])[F:10])=[CH:4][N+:3]=1[O-].[C:14](OC(C(F)(F)F)=O)(C(F)(F)F)=[O:15].C([O-])([O-])=O.[K+].[K+]. Product: [CH3:1][C:2]1([CH2:14][OH:15])[C:7]([CH3:8])=[CH:6][C:5]([C:9]([F:12])([F:11])[F:10])=[CH:4][NH:3]1. The catalyst class is: 448. (7) Reactant: [C:12]([O:11][C:9](O[C:9]([O:11][C:12]([CH3:15])([CH3:14])[CH3:13])=[O:10])=[O:10])([CH3:15])([CH3:14])[CH3:13].[Cl:16][C:17]1[N:18]=[N:19][C:20]([Cl:28])=[CH:21][C:22]=1[NH:23][CH2:24][C:25]([CH3:27])=[CH2:26]. Product: [C:12]([O:11][C:9](=[O:10])[N:23]([C:22]1[CH:21]=[C:20]([Cl:28])[N:19]=[N:18][C:17]=1[Cl:16])[CH2:24][C:25]([CH3:27])=[CH2:26])([CH3:13])([CH3:14])[CH3:15]. The catalyst class is: 630. (8) Reactant: [C:1]([C:3]1[S:4][C:5]2[C:11]([C:12]#[N:13])=[C:10](/[N:14]=[CH:15]/[N:16](C)C)[CH:9]=[CH:8][C:6]=2[N:7]=1)#[N:2].[F:19][C:20]1[CH:26]=[C:25]([F:27])[CH:24]=[CH:23][C:21]=1N.[K+].[Br-]. Product: [F:19][C:20]1[CH:26]=[C:25]([F:27])[CH:24]=[CH:23][C:21]=1[NH:13][C:12]1[C:11]2[C:10](=[CH:9][CH:8]=[C:6]3[N:7]=[C:3]([C:1]#[N:2])[S:4][C:5]3=2)[N:14]=[CH:15][N:16]=1. The catalyst class is: 91. (9) Reactant: [Cl:1][C:2]1[CH:10]=[CH:9][C:8]([C:11]2[N:12]([C:22]([O:24][C:25]([CH3:28])([CH3:27])[CH3:26])=[O:23])[C:13]3[C:18]([CH:19]=2)=[CH:17][C:16]([CH:20]=O)=[CH:15][CH:14]=3)=[C:7]2[C:3]=1[CH2:4][NH:5][C:6]2=[O:29].[C:30]([N:33]1[CH2:38][CH2:37][NH:36][CH2:35][CH2:34]1)(=[O:32])[CH3:31].C(O)(=O)C.C(O[BH-](OC(=O)C)OC(=O)C)(=O)C.[Na+].C(=O)([O-])[O-].[Na+].[Na+]. Product: [Cl:1][C:2]1[CH:10]=[CH:9][C:8]([C:11]2[N:12]([C:22]([O:24][C:25]([CH3:28])([CH3:26])[CH3:27])=[O:23])[C:13]3[C:18]([CH:19]=2)=[CH:17][C:16]([CH2:20][N:36]2[CH2:37][CH2:38][N:33]([C:30](=[O:32])[CH3:31])[CH2:34][CH2:35]2)=[CH:15][CH:14]=3)=[C:7]2[C:3]=1[CH2:4][NH:5][C:6]2=[O:29]. The catalyst class is: 47. (10) Reactant: [OH-].[Na+].[F:3][C:4]1[CH:9]=[CH:8][C:7]([CH:10]([CH2:20][C:21]([O:23]C)=[O:22])[CH:11](C(OC)=O)[C:12]([O:14]C)=[O:13])=[CH:6][CH:5]=1. Product: [F:3][C:4]1[CH:9]=[CH:8][C:7]([CH:10]([CH2:20][C:21]([OH:23])=[O:22])[CH2:11][C:12]([OH:14])=[O:13])=[CH:6][CH:5]=1. The catalyst class is: 5.